This data is from Forward reaction prediction with 1.9M reactions from USPTO patents (1976-2016). The task is: Predict the product of the given reaction. (1) Given the reactants [CH3:1][N:2]([CH3:6])[CH2:3][CH2:4][OH:5].[OH-].[K+].F[C:10]1[CH:15]=[CH:14][C:13]([N+:16]([O-:18])=[O:17])=[C:12]([O:19][CH:20]([CH3:22])[CH3:21])[CH:11]=1, predict the reaction product. The product is: [CH:20]([O:19][C:12]1[CH:11]=[C:10]([CH:15]=[CH:14][C:13]=1[N+:16]([O-:18])=[O:17])[O:5][CH2:4][CH2:3][N:2]([CH3:6])[CH3:1])([CH3:22])[CH3:21]. (2) Given the reactants [Na].[F:2][C:3]1[CH:4]=[C:5]([CH:10]=[CH:11][C:12]=1[F:13])[C:6](=[NH:9])[NH:7]O.C([O:16][CH:17]=[C:18]([C:24](OCC)=O)[C:19]([O:21][CH2:22][CH3:23])=[O:20])C, predict the reaction product. The product is: [F:2][C:3]1[CH:4]=[C:5]([C:6]2[N:9]=[C:17]([OH:16])[C:18]([C:19]([O:21][CH2:22][CH3:23])=[O:20])=[CH:24][N:7]=2)[CH:10]=[CH:11][C:12]=1[F:13]. (3) Given the reactants Cl.[NH2:2][C@@H:3]1[CH2:8][CH2:7][C@H:6]([NH:9][C:10]([C:12]2[C:16]3=[N:17][CH:18]=[CH:19][C:20]([C:21]4[C:29]5[O:28][CH2:27][O:26][C:25]=5[CH:24]=[CH:23][C:22]=4[O:30][CH2:31][CH:32]4[CH2:34][CH2:33]4)=[C:15]3[NH:14][C:13]=2[CH3:35])=[O:11])[CH2:5][CH2:4]1.[C:36](Cl)(=[O:39])[CH2:37][CH3:38], predict the reaction product. The product is: [CH:32]1([CH2:31][O:30][C:22]2[CH:23]=[CH:24][C:25]3[O:26][CH2:27][O:28][C:29]=3[C:21]=2[C:20]2[CH:19]=[CH:18][N:17]=[C:16]3[C:12]([C:10]([NH:9][C@H:6]4[CH2:7][CH2:8][C@@H:3]([NH:2][C:36](=[O:39])[CH2:37][CH3:38])[CH2:4][CH2:5]4)=[O:11])=[C:13]([CH3:35])[NH:14][C:15]=23)[CH2:33][CH2:34]1. (4) Given the reactants Cl[C:2]([O:4][C:5]1[CH:10]=[CH:9][CH:8]=[CH:7][CH:6]=1)=[O:3].[NH2:11][C:12]1[CH:20]=[C:19]2[C:15]([CH:16]=[CH:17][N:18]2[CH2:21][C:22]2[C:27]([Cl:28])=[CH:26][CH:25]=[CH:24][C:23]=2[Cl:29])=[CH:14][CH:13]=1.CN(C)C1C=CC=CC=1, predict the reaction product. The product is: [C:5]1([O:4][C:2]([NH:11][C:12]2[CH:20]=[C:19]3[C:15]([CH:16]=[CH:17][N:18]3[CH2:21][C:22]3[C:27]([Cl:28])=[CH:26][CH:25]=[CH:24][C:23]=3[Cl:29])=[CH:14][CH:13]=2)=[O:3])[CH:10]=[CH:9][CH:8]=[CH:7][CH:6]=1. (5) The product is: [Br:1][C:2]1[CH:3]=[CH:4][C:5]([F:10])=[C:6]([CH2:7][C:12]2[CH:17]=[CH:16][C:15]([O:18][CH2:19][CH3:20])=[CH:14][CH:13]=2)[CH:9]=1. Given the reactants [Br:1][C:2]1[CH:3]=[CH:4][C:5]([F:10])=[C:6]([CH:9]=1)[CH:7]=O.Br[C:12]1[CH:17]=[CH:16][C:15]([O:18][CH2:19][CH3:20])=[CH:14][CH:13]=1, predict the reaction product. (6) Given the reactants Cl[C:2]1[N:10]=[CH:9][C:8]([F:11])=[CH:7][C:3]=1[C:4]([OH:6])=O.[F:12][C:13]1[CH:18]=[CH:17][C:16]([OH:19])=[CH:15][CH:14]=1.[C:20](=[O:23])([O-])[O-:21].[K+].[K+].C[N:27]([CH3:30])C=O, predict the reaction product. The product is: [F:11][C:8]1[CH:7]=[C:3]([C:4]([NH:27][CH2:30][C:13]2[CH:18]=[CH:17][C:16]([C:20]([OH:21])=[O:23])=[CH:15][CH:14]=2)=[O:6])[C:2]([O:19][C:16]2[CH:17]=[CH:18][C:13]([F:12])=[CH:14][CH:15]=2)=[N:10][CH:9]=1. (7) The product is: [C:1]([C:5]1[C:14]([OH:15])=[CH:13][C:8]2[CH2:9][CH:10]([CH3:12])[O:11][C:7]=2[CH:6]=1)([CH3:2])([CH3:3])[CH3:4]. Given the reactants [C:1]([C:5]1[C:14]([O:15]C(=O)C(C)(C)C)=[CH:13][C:8]2[CH2:9][CH:10]([CH3:12])[O:11][C:7]=2[CH:6]=1)([CH3:4])([CH3:3])[CH3:2].[H-].C([Al+]CC(C)C)C(C)C, predict the reaction product. (8) Given the reactants [CH3:1][NH:2][C:3]([C:5]1[CH:10]=[C:9]([O:11][C:12]2[CH:22]=[CH:21][C:15]3[N:16]=[C:17]([S:19][CH3:20])[S:18][C:14]=3[CH:13]=2)[CH:8]=[CH:7][N:6]=1)=[O:4].C1C=C(Cl)C=C(C(OO)=[O:31])C=1.C(=O)(O)[O-].[Na+], predict the reaction product. The product is: [CH3:1][NH:2][C:3]([C:5]1[CH:10]=[C:9]([O:11][C:12]2[CH:22]=[CH:21][C:15]3[N:16]=[C:17]([S:19]([CH3:20])=[O:31])[S:18][C:14]=3[CH:13]=2)[CH:8]=[CH:7][N:6]=1)=[O:4]. (9) Given the reactants [O:1]=[C:2]([C:9]1[CH:14]=[CH:13][C:12]([O:15][C:16]2[CH:21]=[CH:20][CH:19]=[CH:18][CH:17]=2)=[CH:11][CH:10]=1)[CH2:3][C:4]([O:6][CH2:7][CH3:8])=[O:5].[H-].[Na+].[F:24][C:25]([F:35])([F:34])[C:26]1[CH:33]=[CH:32][C:29]([CH2:30]Br)=[CH:28][CH:27]=1.O, predict the reaction product. The product is: [O:1]=[C:2]([C:9]1[CH:14]=[CH:13][C:12]([O:15][C:16]2[CH:21]=[CH:20][CH:19]=[CH:18][CH:17]=2)=[CH:11][CH:10]=1)[CH:3]([CH2:30][C:29]1[CH:28]=[CH:27][C:26]([C:25]([F:24])([F:34])[F:35])=[CH:33][CH:32]=1)[C:4]([O:6][CH2:7][CH3:8])=[O:5].